From a dataset of Forward reaction prediction with 1.9M reactions from USPTO patents (1976-2016). Predict the product of the given reaction. Given the reactants [CH3:1][O:2][C:3]1[CH:8]=[CH:7][C:6]([N:9]([CH3:23])[C:10]2[C:19]3[C:14](=[CH:15][CH:16]=[CH:17][CH:18]=3)[N:13]=[C:12]([CH2:20][C:21]#[N:22])[N:11]=2)=[CH:5][CH:4]=1.Cl, predict the reaction product. The product is: [NH2:22][CH2:21][CH2:20][C:12]1[N:11]=[C:10]([N:9]([C:6]2[CH:5]=[CH:4][C:3]([O:2][CH3:1])=[CH:8][CH:7]=2)[CH3:23])[C:19]2[C:14](=[CH:15][CH:16]=[CH:17][CH:18]=2)[N:13]=1.